From a dataset of Retrosynthesis with 50K atom-mapped reactions and 10 reaction types from USPTO. Predict the reactants needed to synthesize the given product. (1) The reactants are: NC(=O)Nc1[nH]c(-c2ccc(C=O)cc2)cc1C(N)=O.OCCNCc1ccccc1. Given the product NC(=O)Nc1[nH]c(-c2ccc(CN(CCO)Cc3ccccc3)cc2)cc1C(N)=O, predict the reactants needed to synthesize it. (2) Given the product CN1CCN(CCCCOc2ccc(NC=C3C(=O)Nc4ccccc43)cc2)CC1, predict the reactants needed to synthesize it. The reactants are: CN1CCNCC1.O=C1Nc2ccccc2C1=CNc1ccc(OCCCCI)cc1. (3) Given the product CC(C)(C)OC(=O)Nc1nc(-c2ccc3nc(C(=O)O)cn3c2)cs1, predict the reactants needed to synthesize it. The reactants are: CCOC(=O)c1cn2cc(-c3csc(NC(=O)OC(C)(C)C)n3)ccc2n1. (4) Given the product FC(F)(F)c1cc(C(F)(F)F)c2nc(CC3CNC3)[nH]c2c1, predict the reactants needed to synthesize it. The reactants are: CC(C)(C)OC(=O)N1CC(Cc2nc3c(C(F)(F)F)cc(C(F)(F)F)cc3[nH]2)C1.